Dataset: Forward reaction prediction with 1.9M reactions from USPTO patents (1976-2016). Task: Predict the product of the given reaction. (1) Given the reactants [C:1]1(=O)[C:13]2[NH:12][C:11]3[C:6](=[CH:7][CH:8]=[CH:9][CH:10]=3)[C:5]=2[CH2:4][CH2:3][CH2:2]1.Cl.[NH2:16]O.C([O-])(=O)C.[Na+], predict the reaction product. The product is: [CH:1]1([NH2:16])[C:13]2[NH:12][C:11]3[C:6](=[CH:7][CH:8]=[CH:9][CH:10]=3)[C:5]=2[CH2:4][CH2:3][CH2:2]1. (2) Given the reactants [NH2:1][C:2]1[CH:3]=[CH:4][C:5]([CH3:22])=[C:6]([NH:8][C:9]2[N:10]=[CH:11][C:12]3[N:17]=[C:16]([NH:18][C:19](=[O:21])[CH3:20])[S:15][C:13]=3[N:14]=2)[CH:7]=1.[Cl:23][C:24]1[C:32]([C:33]([F:36])([F:35])[F:34])=[CH:31][CH:30]=[CH:29][C:25]=1[C:26](O)=[O:27].F[P-](F)(F)(F)(F)F.N1(OC(N(C)C)=[N+](C)C)C2N=CC=CC=2N=N1.C(=O)([O-])O.[Na+], predict the reaction product. The product is: [C:19]([NH:18][C:16]1[S:15][C:13]2[N:14]=[C:9]([NH:8][C:6]3[CH:7]=[C:2]([NH:1][C:26](=[O:27])[C:25]4[CH:29]=[CH:30][CH:31]=[C:32]([C:33]([F:34])([F:35])[F:36])[C:24]=4[Cl:23])[CH:3]=[CH:4][C:5]=3[CH3:22])[N:10]=[CH:11][C:12]=2[N:17]=1)(=[O:21])[CH3:20]. (3) Given the reactants [CH2:1]1[CH2:5]O[CH2:3][CH2:2]1.[CH3:6][N-:7]OC.[CH2:10]([Li])[CH2:11][CH2:12][CH2:13][CH2:14]C.[NH4+].[Cl-].C([O:22][CH2:23][CH3:24])(=O)C, predict the reaction product. The product is: [N:7]1[CH:6]=[CH:5][CH:1]=[C:2]([C:23](=[O:22])[CH2:24][CH2:10][CH2:11][CH2:12][CH2:13][CH3:14])[CH:3]=1. (4) Given the reactants [CH3:1][N:2]1[CH2:7][CH2:6][N:5]([C:8]2[CH:13]=[CH:12][C:11]([C:14]3[C:18]4[CH2:19][C:20]5[S:21][C:22]([C:25]6[CH:26]=[N:27][CH:28]=[CH:29][CH:30]=6)=[CH:23][C:24]=5[C:17]=4[N:16](COCC[Si](C)(C)C)[N:15]=3)=[CH:10][CH:9]=2)[CH2:4][CH2:3]1.[ClH:39], predict the reaction product. The product is: [ClH:39].[CH3:1][N:2]1[CH2:3][CH2:4][N:5]([C:8]2[CH:9]=[CH:10][C:11]([C:14]3[C:18]4[CH2:19][C:20]5[S:21][C:22]([C:25]6[CH:26]=[N:27][CH:28]=[CH:29][CH:30]=6)=[CH:23][C:24]=5[C:17]=4[NH:16][N:15]=3)=[CH:12][CH:13]=2)[CH2:6][CH2:7]1. (5) Given the reactants [N+:1]([C:4]1[CH:9]=[CH:8][C:7]([N:10]2[CH2:15][CH2:14][CH:13]([N:16]3[CH2:21][CH2:20][CH2:19][CH2:18][CH2:17]3)[CH2:12][CH2:11]2)=[CH:6][CH:5]=1)([O-])=O, predict the reaction product. The product is: [N:16]1([CH:13]2[CH2:14][CH2:15][N:10]([C:7]3[CH:6]=[CH:5][C:4]([NH2:1])=[CH:9][CH:8]=3)[CH2:11][CH2:12]2)[CH2:17][CH2:18][CH2:19][CH2:20][CH2:21]1. (6) Given the reactants [C:1]1([CH3:11])[CH:6]=[CH:5][C:4]([S:7](Cl)(=[O:9])=[O:8])=[CH:3][CH:2]=1.[CH3:12][C:13]1([CH3:20])[O:17][C@@H:16]([CH2:18][OH:19])[CH2:15][O:14]1, predict the reaction product. The product is: [C:1]1([CH3:11])[CH:6]=[CH:5][C:4]([S:7]([O:19][CH2:18][C@H:16]2[CH2:15][O:14][C:13]([CH3:20])([CH3:12])[O:17]2)(=[O:9])=[O:8])=[CH:3][CH:2]=1. (7) Given the reactants C1(CCO)CC1.[CH:7]12[CH2:16][CH:11]3[CH2:12][CH:13]([CH2:15][CH:9]([CH2:10]3)[CH:8]1[OH:17])[CH2:14]2.FC1C=C(F)C(F)=CC=1C(NS(C)(=O)=O)=O.[Cl:34][C:35]1[C:36](F)=[CH:37][C:38]([F:48])=[C:39]([CH:47]=1)[C:40]([NH:42][S:43]([CH3:46])(=[O:45])=[O:44])=[O:41], predict the reaction product. The product is: [CH:7]12[CH2:16][CH:11]3[CH2:12][CH:13]([CH2:15][CH:9]([CH2:10]3)[CH:8]1[O:17][C:36]1[C:35]([Cl:34])=[CH:47][C:39]([C:40]([NH:42][S:43]([CH3:46])(=[O:45])=[O:44])=[O:41])=[C:38]([F:48])[CH:37]=1)[CH2:14]2.